Dataset: Reaction yield outcomes from USPTO patents with 853,638 reactions. Task: Predict the reaction yield, written as a fraction of the theoretical maximum amount of product (1.0 means a 100% yield; for example, 0.34 means a 34% yield). (1) The reactants are [C:1]1([CH3:12])[C:2]([C:7]([O:9][CH2:10][CH3:11])=[O:8])=[CH:3][CH:4]=[CH:5][CH:6]=1.C1C(=O)N([Br:20])C(=O)C1. The catalyst is C(Cl)(Cl)(Cl)Cl.C(OOC(=O)C1C=CC=CC=1)(=O)C1C=CC=CC=1. The product is [Br:20][CH2:12][C:1]1[CH:6]=[CH:5][CH:4]=[CH:3][C:2]=1[C:7]([O:9][CH2:10][CH3:11])=[O:8]. The yield is 0.990. (2) The reactants are [C:1]([C:9]1[CH:14]=[CH:13][CH:12]=[CH:11][C:10]=1[C:15](=O)[C:16]1[CH:21]=[CH:20][CH:19]=[CH:18][CH:17]=1)(=O)[C:2]1[CH:7]=[CH:6][CH:5]=[CH:4][CH:3]=1.O.[NH2:24][NH2:25].O. The catalyst is C(O)(=O)C. The product is [C:2]1([C:1]2[C:9]3[C:10](=[CH:11][CH:12]=[CH:13][CH:14]=3)[C:15]([C:16]3[CH:21]=[CH:20][CH:19]=[CH:18][CH:17]=3)=[N:25][N:24]=2)[CH:7]=[CH:6][CH:5]=[CH:4][CH:3]=1. The yield is 1.00.